Task: Regression. Given two drug SMILES strings and cell line genomic features, predict the synergy score measuring deviation from expected non-interaction effect.. Dataset: NCI-60 drug combinations with 297,098 pairs across 59 cell lines (1) Drug 1: CC1=CC2C(CCC3(C2CCC3(C(=O)C)OC(=O)C)C)C4(C1=CC(=O)CC4)C. Drug 2: C1=CN(C=N1)CC(O)(P(=O)(O)O)P(=O)(O)O. Cell line: SK-MEL-28. Synergy scores: CSS=0.00650, Synergy_ZIP=2.44, Synergy_Bliss=-1.39, Synergy_Loewe=-8.57, Synergy_HSA=-5.53. (2) Drug 1: CC1=C(C(CCC1)(C)C)C=CC(=CC=CC(=CC(=O)O)C)C. Drug 2: C1C(C(OC1N2C=NC(=NC2=O)N)CO)O. Cell line: OVCAR-4. Synergy scores: CSS=14.2, Synergy_ZIP=-1.36, Synergy_Bliss=-1.98, Synergy_Loewe=-4.90, Synergy_HSA=-0.526. (3) Drug 1: CC12CCC(CC1=CCC3C2CCC4(C3CC=C4C5=CN=CC=C5)C)O. Drug 2: C1C(C(OC1N2C=NC3=C2NC=NCC3O)CO)O. Cell line: SNB-75. Synergy scores: CSS=3.65, Synergy_ZIP=-0.555, Synergy_Bliss=2.08, Synergy_Loewe=1.79, Synergy_HSA=1.77. (4) Drug 1: CC1=C(C=C(C=C1)NC2=NC=CC(=N2)N(C)C3=CC4=NN(C(=C4C=C3)C)C)S(=O)(=O)N.Cl. Drug 2: CS(=O)(=O)OCCCCOS(=O)(=O)C. Cell line: SK-MEL-28. Synergy scores: CSS=-8.16, Synergy_ZIP=3.81, Synergy_Bliss=2.36, Synergy_Loewe=-4.09, Synergy_HSA=-3.48.